From a dataset of Full USPTO retrosynthesis dataset with 1.9M reactions from patents (1976-2016). Predict the reactants needed to synthesize the given product. (1) Given the product [CH:18]1([C:16]([NH:15][C:13]2[N:14]=[C:9]3[CH:8]=[CH:7][C:6]([O:5][C:4]4[CH:21]=[CH:22][C:23]([CH3:24])=[C:2]([NH:1][C:30]([C:25]5[CH2:29][CH2:28][CH2:27][CH:26]=5)=[O:31])[CH:3]=4)=[N:11][N:10]3[CH:12]=2)=[O:17])[CH2:20][CH2:19]1, predict the reactants needed to synthesize it. The reactants are: [NH2:1][C:2]1[CH:3]=[C:4]([CH:21]=[CH:22][C:23]=1[CH3:24])[O:5][C:6]1[CH:7]=[CH:8][C:9]2[N:10]([CH:12]=[C:13]([NH:15][C:16]([CH:18]3[CH2:20][CH2:19]3)=[O:17])[N:14]=2)[N:11]=1.[C:25]1([C:30](O)=[O:31])[CH2:29][CH2:28][CH2:27][CH:26]=1.ON1C2C=CC=CC=2N=N1.C(N(CC)C(C)C)(C)C. (2) Given the product [CH3:48][O:49][C:50](=[O:57])[CH2:51][CH2:52][CH2:53][CH2:54][CH2:55][NH:56][C:15](=[O:16])[CH:14]=[C:12]1[C:13]2[CH:1]=[CH:2][CH:3]=[CH:4][C:5]=2[C:6]2[C:11]1=[CH:10][CH:9]=[CH:8][CH:7]=2, predict the reactants needed to synthesize it. The reactants are: [CH:1]1[C:13]2[C:12](=[CH:14][C:15](O)=[O:16])[C:11]3[C:6](=[CH:7][CH:8]=[CH:9][CH:10]=3)[C:5]=2[CH:4]=[CH:3][CH:2]=1.Cl.C(N=C=NCCCN(C)C)C.OC1C2N=NNC=2C=CC=1.C(N(CC)CC)C.Cl.[CH3:48][O:49][C:50](=[O:57])[CH2:51][CH2:52][CH2:53][CH2:54][CH2:55][NH2:56].